Task: Predict which catalyst facilitates the given reaction.. Dataset: Catalyst prediction with 721,799 reactions and 888 catalyst types from USPTO (1) Reactant: [H-].[Na+].[OH:3][C:4]1[CH:9]=[C:8]([CH3:10])[CH:7]=[CH:6][C:5]=1[N+:11]([O-:13])=[O:12].I[CH2:15][CH3:16]. Product: [CH2:15]([O:3][C:4]1[CH:9]=[C:8]([CH3:10])[CH:7]=[CH:6][C:5]=1[N+:11]([O-:13])=[O:12])[CH3:16]. The catalyst class is: 9. (2) Reactant: Cl.[NH2:2][CH2:3][C:4]1[CH:12]=[CH:11][CH:10]=[C:9]2[C:5]=1[CH2:6][N:7]([CH:14]1[CH2:19][CH2:18][C:17](=[O:20])[NH:16][C:15]1=[O:21])[C:8]2=[O:13].C(N(CC)CC)C.[CH3:29][O:30][C:31]1[CH:32]=[C:33]([N:37]=[C:38]=[O:39])[CH:34]=[CH:35][CH:36]=1. Product: [O:21]=[C:15]1[CH:14]([N:7]2[CH2:6][C:5]3[C:9](=[CH:10][CH:11]=[CH:12][C:4]=3[CH2:3][NH:2][C:38]([NH:37][C:33]3[CH:34]=[CH:35][CH:36]=[C:31]([O:30][CH3:29])[CH:32]=3)=[O:39])[C:8]2=[O:13])[CH2:19][CH2:18][C:17](=[O:20])[NH:16]1. The catalyst class is: 1.